Dataset: Forward reaction prediction with 1.9M reactions from USPTO patents (1976-2016). Task: Predict the product of the given reaction. (1) Given the reactants [CH3:1][C:2]([C:5]1[O:6][C:7]([C:10]2[CH:15]=[CH:14][C:13]([N+:16]([O-])=O)=[C:12]([CH3:19])[CH:11]=2)=[N:8][N:9]=1)([CH3:4])[CH3:3], predict the reaction product. The product is: [CH3:4][C:2]([C:5]1[O:6][C:7]([C:10]2[CH:15]=[CH:14][C:13]([NH2:16])=[C:12]([CH3:19])[CH:11]=2)=[N:8][N:9]=1)([CH3:1])[CH3:3]. (2) The product is: [CH3:1][C:2]1[CH:11]=[CH:10][C:9]([N:12]2[CH:16]=[N:15][N:14]=[N:13]2)=[CH:8][C:3]=1[C:4]([OH:6])=[O:5]. Given the reactants [CH3:1][C:2]1[CH:11]=[CH:10][C:9]([N:12]2[CH:16]=[N:15][N:14]=[N:13]2)=[CH:8][C:3]=1[C:4]([O:6]C)=[O:5].O.[OH-].[Li+], predict the reaction product. (3) Given the reactants [CH3:1][C:2]1[C:10]2[C:9]([NH2:11])=[CH:8][CH:7]=[CH:6][C:5]=2[N:4]([CH2:12][C:13]2[CH:18]=[CH:17][CH:16]=[C:15]([CH3:19])[N:14]=2)[N:3]=1.[CH3:20][N:21]([CH3:39])[CH2:22][CH2:23][O:24][C:25]1[CH:30]=[CH:29][N:28]2[C:31]([C:34](OCC)=[O:35])=[CH:32][N:33]=[C:27]2[CH:26]=1, predict the reaction product. The product is: [CH3:20][N:21]([CH3:39])[CH2:22][CH2:23][O:24][C:25]1[CH:30]=[CH:29][N:28]2[C:31]([C:34]([NH:11][C:9]3[CH:8]=[CH:7][CH:6]=[C:5]4[C:10]=3[C:2]([CH3:1])=[N:3][N:4]4[CH2:12][C:13]3[CH:18]=[CH:17][CH:16]=[C:15]([CH3:19])[N:14]=3)=[O:35])=[CH:32][N:33]=[C:27]2[CH:26]=1. (4) Given the reactants [CH2:1]([O:3][C:4]1[CH:10]=[CH:9][C:7]([NH2:8])=[C:6]([C:11]2[O:12][CH:13]=[CH:14][N:15]=2)[CH:5]=1)[CH3:2].Cl[C:17]([O:19][C:20]1[CH:25]=[CH:24][CH:23]=[CH:22][CH:21]=1)=[O:18].N1C=CC=CC=1, predict the reaction product. The product is: [CH2:1]([O:3][C:4]1[CH:10]=[CH:9][C:7]([NH:8][C:17](=[O:18])[O:19][C:20]2[CH:25]=[CH:24][CH:23]=[CH:22][CH:21]=2)=[C:6]([C:11]2[O:12][CH:13]=[CH:14][N:15]=2)[CH:5]=1)[CH3:2]. (5) Given the reactants [C:1](O[BH-](OC(=O)C)OC(=O)C)(=O)[CH3:2].[Na+].[CH:15]1([C@H:21]([NH:29][C:30]([C:32]2[CH:37]=[CH:36][C:35]([C:38]3[CH:43]=[CH:42][C:41](C=O)=[CH:40][CH:39]=3)=[CH:34][C:33]=2[NH:46][C:47]([NH:49][C:50]2[C:55]([CH3:56])=[CH:54][C:53]([CH3:57])=[CH:52][C:51]=2[CH3:58])=[O:48])=[O:31])[C:22]([O:24][C:25]([CH3:28])([CH3:27])[CH3:26])=[O:23])[CH2:20][CH2:19][CH2:18][CH2:17][CH2:16]1.N1[CH2:64][CH2:63][O:62][CH2:61][CH2:60]1, predict the reaction product. The product is: [CH:15]1([C@H:21]([NH:29][C:30]([C:32]2[CH:37]=[CH:36][C:35]([C:38]3[CH:43]=[CH:42][C:41]([CH2:1][CH:2]4[CH2:64][CH2:63][O:62][CH2:61][CH2:60]4)=[CH:40][CH:39]=3)=[CH:34][C:33]=2[NH:46][C:47]([NH:49][C:50]2[C:55]([CH3:56])=[CH:54][C:53]([CH3:57])=[CH:52][C:51]=2[CH3:58])=[O:48])=[O:31])[C:22]([O:24][C:25]([CH3:26])([CH3:28])[CH3:27])=[O:23])[CH2:20][CH2:19][CH2:18][CH2:17][CH2:16]1. (6) The product is: [N:31]1([CH2:6][CH2:7][C@@H:8]2[CH2:13][N:12]([C:14]([O:16][CH2:17][C:18]3[CH:23]=[CH:22][CH:21]=[CH:20][CH:19]=3)=[O:15])[CH2:11][CH2:10][N:9]2[C:24]([O:26][C:27]([CH3:28])([CH3:30])[CH3:29])=[O:25])[C:39]2[C:34](=[CH:35][CH:36]=[CH:37][CH:38]=2)[CH:33]=[N:32]1. Given the reactants CS(O[CH2:6][CH2:7][C@@H:8]1[CH2:13][N:12]([C:14]([O:16][CH2:17][C:18]2[CH:23]=[CH:22][CH:21]=[CH:20][CH:19]=2)=[O:15])[CH2:11][CH2:10][N:9]1[C:24]([O:26][C:27]([CH3:30])([CH3:29])[CH3:28])=[O:25])(=O)=O.[NH:31]1[C:39]2[C:34](=[CH:35][CH:36]=[CH:37][CH:38]=2)[CH:33]=[N:32]1.C(=O)([O-])[O-].[K+].[K+].CN(C=O)C, predict the reaction product. (7) Given the reactants [CH3:1][O:2][C:3]([C:5]1[N:6]=[N:7][N:8]([C:10]2[CH:15]=[C:14]([C:16]([OH:18])=O)[CH:13]=[CH:12][C:11]=2[CH3:19])[CH:9]=1)=[O:4].ON1C2N=CC=CC=2N=N1.C(Cl)CCl.[NH2:34][C:35]1[C:36]([O:50][CH3:51])=[C:37]([NH:45][S:46]([CH3:49])(=[O:48])=[O:47])[CH:38]=[C:39]([C:41]([F:44])([F:43])[F:42])[CH:40]=1, predict the reaction product. The product is: [CH3:1][O:2][C:3]([C:5]1[N:6]=[N:7][N:8]([C:10]2[CH:15]=[C:14]([C:16](=[O:18])[NH:34][C:35]3[CH:40]=[C:39]([C:41]([F:43])([F:42])[F:44])[CH:38]=[C:37]([NH:45][S:46]([CH3:49])(=[O:48])=[O:47])[C:36]=3[O:50][CH3:51])[CH:13]=[CH:12][C:11]=2[CH3:19])[CH:9]=1)=[O:4].